Dataset: Forward reaction prediction with 1.9M reactions from USPTO patents (1976-2016). Task: Predict the product of the given reaction. (1) Given the reactants [Cl:1][C:2]1[C:10]([CH3:11])=[C:9]2[C:5]([C:6]([CH2:12][CH2:13][CH2:14][OH:15])=[CH:7][NH:8]2)=[CH:4][CH:3]=1.C1C=CC(P(C2C=CC=CC=2)C2C=CC=CC=2)=CC=1.[Cl:35][C:36]1[C:41]([CH3:42])=[CH:40][C:39](O)=[CH:38][C:37]=1[CH3:44], predict the reaction product. The product is: [Cl:1][C:2]1[C:10]([CH3:11])=[C:9]2[C:5]([C:6]([CH2:12][CH2:13][CH2:14][O:15][C:39]3[CH:40]=[C:41]([CH3:42])[C:36]([Cl:35])=[C:37]([CH3:44])[CH:38]=3)=[CH:7][NH:8]2)=[CH:4][CH:3]=1. (2) Given the reactants [Cl:1][C:2]1[N:7]=[C:6]([C:8]([O:10][C:11]([CH3:14])([CH3:13])[CH3:12])=[O:9])[C:5](F)=[CH:4][CH:3]=1.C(=O)([O-])[O-].[K+].[K+].[CH3:22][O:23][C:24]1[CH:29]=[CH:28][C:27]([SH:30])=[CH:26][CH:25]=1, predict the reaction product. The product is: [Cl:1][C:2]1[N:7]=[C:6]([C:8]([O:10][C:11]([CH3:14])([CH3:13])[CH3:12])=[O:9])[C:5]([S:30][C:27]2[CH:28]=[CH:29][C:24]([O:23][CH3:22])=[CH:25][CH:26]=2)=[CH:4][CH:3]=1. (3) Given the reactants C(=O)([O-])[O-].[Na+].[Na+].Br[C:8]1[CH:13]=[CH:12][N:11]=[CH:10][CH:9]=1.[Br:14][C:15]1[CH:20]=[CH:19][C:18](B(O)O)=[CH:17][CH:16]=1, predict the reaction product. The product is: [Br:14][C:15]1[CH:20]=[CH:19][C:18]([C:8]2[CH:13]=[CH:12][N:11]=[CH:10][CH:9]=2)=[CH:17][CH:16]=1. (4) Given the reactants [F:1][C:2]1[CH:7]=[CH:6][C:5]([C:8]([CH3:13])([CH2:11][OH:12])[C:9]#[N:10])=[CH:4][CH:3]=1.[Cl:14][C:15]1[C:20]([C:21]([F:24])([F:23])[F:22])=[C:19](Cl)[CH:18]=[CH:17][N:16]=1, predict the reaction product. The product is: [Cl:14][C:15]1[C:20]([C:21]([F:22])([F:23])[F:24])=[C:19]([O:12][CH2:11][C:8]([C:5]2[CH:4]=[CH:3][C:2]([F:1])=[CH:7][CH:6]=2)([CH3:13])[C:9]#[N:10])[CH:18]=[CH:17][N:16]=1. (5) The product is: [NH2:26][C@H:10]([CH2:9][C@@:8]([CH2:1][C:2]1[CH:7]=[CH:6][CH:5]=[CH:4][CH:3]=1)([OH:18])[C:15]([OH:17])=[O:16])[C:11]([OH:13])=[O:12].[NH2:26][C@@H:10]([CH2:9][C@@:8]([CH2:1][C:2]1[CH:7]=[CH:6][CH:5]=[CH:4][CH:3]=1)([OH:18])[C:15]([OH:17])=[O:16])[C:11]([OH:13])=[O:12]. Given the reactants [CH2:1]([C:8]([OH:18])([C:15]([OH:17])=[O:16])[CH2:9][C:10](=O)[C:11]([OH:13])=[O:12])[C:2]1[CH:7]=[CH:6][CH:5]=[CH:4][CH:3]=1.C([NH2:26])C1C=CC=CC=1, predict the reaction product.